From a dataset of Forward reaction prediction with 1.9M reactions from USPTO patents (1976-2016). Predict the product of the given reaction. Given the reactants Cl[C:2]1[CH:11]=[C:10]([CH3:12])[C:9]2[C:4](=[CH:5][CH:6]=[CH:7][CH:8]=2)[N:3]=1.Cl.[NH2:14][C@H:15]1[CH2:19][CH2:18][N:17]([C:20](=[O:33])[CH2:21][C:22]2[CH:27]=[CH:26][C:25]([O:28][C:29]([F:32])([F:31])[F:30])=[CH:24][CH:23]=2)[CH2:16]1.C(N(CC)C(C)C)(C)C.C(O)CCC, predict the reaction product. The product is: [CH3:12][C:10]1[C:9]2[C:4](=[CH:5][CH:6]=[CH:7][CH:8]=2)[N:3]=[C:2]([NH:14][C@H:15]2[CH2:19][CH2:18][N:17]([C:20](=[O:33])[CH2:21][C:22]3[CH:23]=[CH:24][C:25]([O:28][C:29]([F:30])([F:31])[F:32])=[CH:26][CH:27]=3)[CH2:16]2)[CH:11]=1.